Dataset: Full USPTO retrosynthesis dataset with 1.9M reactions from patents (1976-2016). Task: Predict the reactants needed to synthesize the given product. (1) Given the product [NH2:1][C:2]1[C:3]2[N:4]([C:8]([C@H:12]3[CH2:17][N:16]4[C:18](=[O:22])[O:19][C@H:20]([CH3:21])[C@@H:15]4[CH2:14][CH2:13]3)=[N:9][C:10]=2[C:43]2[CH:42]=[CH:41][C:27]([C:28]([NH:30][C:31]3[CH:36]=[C:35]([C:37]([F:40])([F:38])[F:39])[CH:34]=[CH:33][N:32]=3)=[O:29])=[CH:26][C:25]=2[O:24][CH3:23])[CH:5]=[CH:6][N:7]=1, predict the reactants needed to synthesize it. The reactants are: [NH2:1][C:2]1[C:3]2[N:4]([C:8]([C@H:12]3[CH2:17][N:16]4[C:18](=[O:22])[O:19][C@H:20]([CH3:21])[C@@H:15]4[CH2:14][CH2:13]3)=[N:9][C:10]=2Br)[CH:5]=[CH:6][N:7]=1.[CH3:23][O:24][C:25]1[CH:26]=[C:27]([CH:41]=[CH:42][C:43]=1B1OC(C)(C)C(C)(C)O1)[C:28]([NH:30][C:31]1[CH:36]=[C:35]([C:37]([F:40])([F:39])[F:38])[CH:34]=[CH:33][N:32]=1)=[O:29].C([O-])([O-])=O.[K+].[K+].O. (2) Given the product [CH2:17]([C:19]1[NH:23][C:22]([CH:24]=[C:9]2[C:8]3[C:12](=[CH:13][CH:14]=[CH:15][C:7]=3[CH:4]3[CH2:3][CH2:2][NH:1][CH2:6][CH2:5]3)[NH:11][C:10]2=[O:16])=[C:21]([CH2:26][CH2:27][C:28]([OH:30])=[O:29])[CH:20]=1)[CH3:18], predict the reactants needed to synthesize it. The reactants are: [NH:1]1[CH2:6][CH2:5][CH:4]([C:7]2[CH:15]=[CH:14][CH:13]=[C:12]3[C:8]=2[CH2:9][C:10](=[O:16])[NH:11]3)[CH2:3][CH2:2]1.[CH2:17]([C:19]1[NH:23][C:22]([CH:24]=O)=[C:21]([CH2:26][CH2:27][C:28]([OH:30])=[O:29])[CH:20]=1)[CH3:18]. (3) Given the product [CH3:8][C:9]1[C:10]([C:15]2[CH:16]=[N:17][CH:18]=[CH:19][CH:20]=2)=[N:11][N:12]2[CH2:3][CH2:2][C:1](=[O:5])[NH:14][C:13]=12, predict the reactants needed to synthesize it. The reactants are: [C:1]([O:5]CC)(=O)[CH:2]=[CH2:3].[CH3:8][C:9]1[C:10]([C:15]2[CH:16]=[N:17][CH:18]=[CH:19][CH:20]=2)=[N:11][NH:12][C:13]=1[NH2:14]. (4) Given the product [CH:1]([C:4]1[CH:9]=[CH:8][CH:7]=[CH:6][C:5]=1[N:10]1[C:42](=[O:43])[CH2:41][S:12]/[C:11]/1=[N:13]/[N:14]=[CH:15]\[C:16]1[CH:17]=[C:18]2[C:37](=[CH:38][CH:39]=1)[C:22]1[N:23]=[CH:24][N:25]([C:26]3[CH:31]=[CH:30][C:29]([O:32][C:33]([F:35])([F:36])[F:34])=[CH:28][CH:27]=3)[C:21]=1[CH:20]=[CH:19]2)([CH3:3])[CH3:2], predict the reactants needed to synthesize it. The reactants are: [CH:1]([C:4]1[CH:9]=[CH:8][CH:7]=[CH:6][C:5]=1[NH:10][C:11]([NH:13]/[N:14]=[CH:15]/[C:16]1[CH:17]=[C:18]2[C:37](=[CH:38][CH:39]=1)[C:22]1[N:23]=[CH:24][N:25]([C:26]3[CH:31]=[CH:30][C:29]([O:32][C:33]([F:36])([F:35])[F:34])=[CH:28][CH:27]=3)[C:21]=1[CH:20]=[CH:19]2)=[S:12])([CH3:3])[CH3:2].Br[CH2:41][C:42](OC)=[O:43]. (5) Given the product [NH2:1][C:2]1[C:3]([C:13]([NH:15][NH:16][C:20](=[O:21])[C:19]([OH:24])([CH3:23])[C:18]([F:26])([F:25])[F:17])=[O:14])=[N:4][C:5]([Br:12])=[C:6]([C:8]([F:11])([F:9])[F:10])[CH:7]=1, predict the reactants needed to synthesize it. The reactants are: [NH2:1][C:2]1[C:3]([C:13]([NH:15][NH2:16])=[O:14])=[N:4][C:5]([Br:12])=[C:6]([C:8]([F:11])([F:10])[F:9])[CH:7]=1.[F:17][C:18]([F:26])([F:25])[C:19]([OH:24])([CH3:23])[C:20](O)=[O:21].CN(C(ON1N=NC2C=CC=NC1=2)=[N+](C)C)C.F[P-](F)(F)(F)(F)F. (6) Given the product [CH3:1][C:2]1[C:6]([CH:7]([OH:21])[CH2:8][O:9][C:10]2[CH:15]=[CH:14][C:13]([CH2:16][C:17]([O:19][CH3:20])=[O:18])=[CH:12][CH:11]=2)=[C:5]([CH3:22])[O:4][N:3]=1, predict the reactants needed to synthesize it. The reactants are: [CH3:1][C:2]1[C:6]([C:7](=[O:21])[CH2:8][O:9][C:10]2[CH:15]=[CH:14][C:13]([CH2:16][C:17]([O:19][CH3:20])=[O:18])=[CH:12][CH:11]=2)=[C:5]([CH3:22])[O:4][N:3]=1.[BH4-].[Na+]. (7) Given the product [C:2]([C:45]1[CH:46]=[CH:47][C:42]([NH:41][C:39](=[O:40])[C@@H:38]([N:37]2[C:79](=[O:81])[C@@H:78]([C:82]3[CH:83]=[CH:84][C:85]([O:88][CH2:89][C@H:90]([OH:91])[CH2:94][OH:93])=[CH:86][CH:87]=3)[NH:77][C:75]2=[O:76])[CH:50]([CH3:51])[CH3:52])=[C:43]([Cl:49])[CH:44]=1)([CH3:7])([CH3:3])[CH3:1], predict the reactants needed to synthesize it. The reactants are: [CH2:1](O[C@H](C)[C@H](NC(OC[CH:1]1C2C=CC=CC=2[C:7]2[C:2]1=[CH:3]C=CC=2)=O)C(O)=O)[C:2]1[CH:7]=CC=C[CH:3]=1.N[C@H](C1C=CC(OC[C@H](O)CO)=CC=1)C([NH:37][C@@H:38]([C@H:50]([C:52]1C=CC=CC=1)[CH3:51])[C:39]([NH:41][C:42]1[CH:47]=[CH:46][C:45](I)=[CH:44][C:43]=1[Cl:49])=[O:40])=O.C(O[C:75]([NH:77][C@H:78]([C:82]1[CH:87]=[CH:86][C:85]([O:88][CH2:89][C@H:90]2[CH2:94][O:93]C(C)(C)[O:91]2)=[CH:84][CH:83]=1)[C:79]([OH:81])=O)=[O:76])(C)(C)C.